Dataset: Catalyst prediction with 721,799 reactions and 888 catalyst types from USPTO. Task: Predict which catalyst facilitates the given reaction. (1) Reactant: C(N(CC)CC)C.[NH2:8][C:9]1[N:17]=[C:16]([CH3:18])[CH:15]=[CH:14][C:10]=1[C:11]([OH:13])=O.[F:19][C:20]1[CH:21]=[C:22]([O:26][C:27]2[CH:34]=[CH:33][C:30]([CH2:31][NH2:32])=[CH:29][CH:28]=2)[CH:23]=[CH:24][CH:25]=1.CN([P+](ON1N=NC2C=CC=CC1=2)(N(C)C)N(C)C)C.F[P-](F)(F)(F)(F)F. Product: [F:19][C:20]1[CH:21]=[C:22]([O:26][C:27]2[CH:34]=[CH:33][C:30]([CH2:31][NH:32][C:11](=[O:13])[C:10]3[CH:14]=[CH:15][C:16]([CH3:18])=[N:17][C:9]=3[NH2:8])=[CH:29][CH:28]=2)[CH:23]=[CH:24][CH:25]=1. The catalyst class is: 136. (2) The catalyst class is: 502. Reactant: [CH3:1][O:2][C:3](=[O:12])[CH2:4][C:5]1[CH:10]=[CH:9][N:8]=[C:7]([CH3:11])[CH:6]=1.S(=O)(=O)(O)O.[C:18]1(C)C=CC=CC=1. Product: [CH2:1]([O:2][C:3](=[O:12])[CH2:4][C:5]1[CH:10]=[CH:9][N:8]=[C:7]([CH3:11])[CH:6]=1)[CH3:18]. (3) Reactant: Cl[C:2]1[CH:11]=[CH:10][N:9]=[C:8]2[C:3]=1[CH:4]=[CH:5][C:6]([CH3:12])=[N:7]2.[NH2:13][C:14]1[CH:19]=[C:18]([O:20][CH2:21][C:22]2[CH:27]=[CH:26][CH:25]=[C:24]([Br:28])[CH:23]=2)[CH:17]=[CH:16][C:15]=1[S:29][C:30]1[CH:35]=[CH:34][C:33]([NH:36][C:37](=[O:39])[CH3:38])=[CH:32][CH:31]=1. Product: [Br:28][C:24]1[CH:23]=[C:22]([CH:27]=[CH:26][CH:25]=1)[CH2:21][O:20][C:18]1[CH:17]=[CH:16][C:15]([S:29][C:30]2[CH:31]=[CH:32][C:33]([NH:36][C:37](=[O:39])[CH3:38])=[CH:34][CH:35]=2)=[C:14]([NH:13][C:2]2[C:3]3[C:8](=[N:7][C:6]([CH3:12])=[CH:5][CH:4]=3)[N:9]=[CH:10][CH:11]=2)[CH:19]=1. The catalyst class is: 8.